Task: Predict the product of the given reaction.. Dataset: Forward reaction prediction with 1.9M reactions from USPTO patents (1976-2016) (1) Given the reactants [Cl:1][C:2]1[N:3]=[C:4](Cl)[C:5]2[CH2:10][S:9](=[O:12])(=[O:11])[CH2:8][C:6]=2[N:7]=1.CC[N:16]([CH2:19][CH3:20])[CH2:17][CH3:18].CN([CH:24]=[O:25])C, predict the reaction product. The product is: [Cl:1][C:2]1[N:3]=[C:4]([N:16]2[CH2:17][CH2:18][O:25][CH2:24][C@@H:19]2[CH3:20])[C:5]2[CH2:10][S:9](=[O:12])(=[O:11])[CH2:8][C:6]=2[N:7]=1. (2) The product is: [CH3:1][C:2]1([CH3:29])[O:7][CH2:6][CH2:5][N:4]([C:8]([N:10]2[CH2:15][CH:14]([C:16]3[CH:17]=[CH:18][C:19]([C:22]([F:24])([F:23])[F:25])=[CH:20][CH:21]=3)[CH2:13][CH:12]([C:26]3[O:27][N:36]=[C:33]([CH2:34][CH3:35])[N:32]=3)[CH2:11]2)=[O:9])[CH2:3]1. Given the reactants [CH3:1][C:2]1([CH3:29])[O:7][CH2:6][CH2:5][N:4]([C:8]([N:10]2[CH2:15][CH:14]([C:16]3[CH:21]=[CH:20][C:19]([C:22]([F:25])([F:24])[F:23])=[CH:18][CH:17]=3)[CH2:13][CH:12]([C:26](O)=[O:27])[CH2:11]2)=[O:9])[CH2:3]1.Cl.O[N:32]=[C:33]([NH2:36])[CH2:34][CH3:35], predict the reaction product. (3) Given the reactants [Cl:1][C:2]1[CH:28]=[CH:27][C:5]([CH2:6][N:7]2[C:15]3[C:10](=[CH:11][CH:12]=[CH:13][CH:14]=3)[CH:9]=[C:8]2[C:16]([N:18]2[CH2:23][CH2:22][CH:21]([C:24]([OH:26])=O)[CH2:20][CH2:19]2)=[O:17])=[CH:4][CH:3]=1.ON1C2C=CC=CC=2N=N1.C(Cl)CCl.[N:43]1[CH:48]=[CH:47][C:46]([CH:49]([CH3:52])[CH2:50][NH2:51])=[CH:45][CH:44]=1, predict the reaction product. The product is: [Cl:1][C:2]1[CH:28]=[CH:27][C:5]([CH2:6][N:7]2[C:15]3[C:10](=[CH:11][CH:12]=[CH:13][CH:14]=3)[CH:9]=[C:8]2[C:16]([N:18]2[CH2:23][CH2:22][CH:21]([C:24]([NH:51][CH2:50][CH:49]([C:46]3[CH:47]=[CH:48][N:43]=[CH:44][CH:45]=3)[CH3:52])=[O:26])[CH2:20][CH2:19]2)=[O:17])=[CH:4][CH:3]=1.